Dataset: Reaction yield outcomes from USPTO patents with 853,638 reactions. Task: Predict the reaction yield, written as a fraction of the theoretical maximum amount of product (1.0 means a 100% yield; for example, 0.34 means a 34% yield). The reactants are [Cl:1][C:2]1[CH:10]=[C:9]2[C:5]([C:6](O)([C:12]3[CH:13]=[N:14][CH:15]=[CH:16][CH:17]=3)[C:7](=[O:11])[NH:8]2)=[CH:4][CH:3]=1.C([SiH](CC)CC)C.FC(F)(F)C(O)=O.C(=O)([O-])[O-].[Na+].[Na+]. The catalyst is C(OCC)(=O)C. The yield is 0.400. The product is [Cl:1][C:2]1[CH:10]=[C:9]2[C:5]([CH:6]([C:12]3[CH:13]=[N:14][CH:15]=[CH:16][CH:17]=3)[C:7](=[O:11])[NH:8]2)=[CH:4][CH:3]=1.